Dataset: Reaction yield outcomes from USPTO patents with 853,638 reactions. Task: Predict the reaction yield, written as a fraction of the theoretical maximum amount of product (1.0 means a 100% yield; for example, 0.34 means a 34% yield). (1) The reactants are Cl[C:2]1[C:3]2[N:4]([CH:12]=[C:13]([CH2:15][CH:16]([CH3:18])[CH3:17])[N:14]=2)[C:5]2[C:10]([N:11]=1)=[CH:9][CH:8]=[CH:7][CH:6]=2.C(N(CC)C(C)C)(C)C.[CH3:28][O:29][C:30]1[CH:46]=[CH:45][C:33]([CH2:34][NH:35][CH2:36][C:37]2[CH:42]=[CH:41][C:40]([O:43][CH3:44])=[CH:39][CH:38]=2)=[CH:32][CH:31]=1.O. The yield is 0.810. The catalyst is CN1CCCC1=O. The product is [CH2:15]([C:13]1[N:14]=[C:3]2[C:2]([N:35]([CH2:34][C:33]3[CH:32]=[CH:31][C:30]([O:29][CH3:28])=[CH:46][CH:45]=3)[CH2:36][C:37]3[CH:38]=[CH:39][C:40]([O:43][CH3:44])=[CH:41][CH:42]=3)=[N:11][C:10]3[C:5](=[CH:6][CH:7]=[CH:8][CH:9]=3)[N:4]2[CH:12]=1)[CH:16]([CH3:18])[CH3:17]. (2) The reactants are [CH2:1]([O:8][C:9]([N:11]1[CH2:17][CH2:16][CH2:15][CH2:14][C:13]2[CH:18]=[C:19]([N:22]3[CH2:26][CH:25]([CH2:27][N:28]=[N+]=[N-])[O:24][C:23]3=[O:31])[CH:20]=[CH:21][C:12]1=2)=[O:10])[C:2]1[CH:7]=[CH:6][CH:5]=[CH:4][CH:3]=1. The catalyst is C(OCC)(=O)C.[Pd]. The product is [CH2:1]([O:8][C:9]([N:11]1[CH2:17][CH2:16][CH2:15][CH2:14][C:13]2[CH:18]=[C:19]([N:22]3[CH2:26][CH:25]([CH2:27][NH2:28])[O:24][C:23]3=[O:31])[CH:20]=[CH:21][C:12]1=2)=[O:10])[C:2]1[CH:7]=[CH:6][CH:5]=[CH:4][CH:3]=1. The yield is 0.960.